From a dataset of Catalyst prediction with 721,799 reactions and 888 catalyst types from USPTO. Predict which catalyst facilitates the given reaction. (1) Reactant: C(N(CC)CC)C.[F:8][C:9]1[CH:10]=[CH:11][CH:12]=[C:13]2[C:17]=1[N:16](C(OC(C)(C)C)=O)[CH:15]=[C:14]2[CH:25]=[O:26].[CH:27](=[N:34][C:35]1[CH:40]=[CH:39][CH:38]=[C:37]([O:41][CH3:42])[CH:36]=1)[C:28]1[CH:33]=[CH:32][CH:31]=[CH:30][CH:29]=1. Product: [F:8][C:9]1[CH:10]=[CH:11][CH:12]=[C:13]2[C:17]=1[NH:16][CH:15]=[C:14]2[C:25](=[O:26])[CH:27]([NH:34][C:35]1[CH:40]=[CH:39][CH:38]=[C:37]([O:41][CH3:42])[CH:36]=1)[C:28]1[CH:29]=[CH:30][CH:31]=[CH:32][CH:33]=1. The catalyst class is: 433. (2) Reactant: [NH2:1][C:2]1[CH:9]=[CH:8][C:5]([C:6]#[N:7])=[C:4]([O:10][CH2:11][CH:12]([OH:16])[CH2:13][CH2:14][NH2:15])[CH:3]=1.[C:17]([OH:23])([C:19]([F:22])([F:21])[F:20])=[O:18].[Cl:24][C:25]1[N:26]=[C:27](Cl)[C:28]2[CH2:33][CH2:32][CH:31]([C:34]3[CH:39]=[CH:38][C:37]([F:40])=[CH:36][CH:35]=3)[C:29]=2[N:30]=1.C(N(C(C)C)C(C)C)C. Product: [NH2:1][C:2]1[CH:9]=[CH:8][C:5]([C:6]#[N:7])=[C:4]([O:10][CH2:11][CH:12]([OH:16])[CH2:13][CH2:14][NH:15][C:27]2[C:28]3[CH2:33][CH2:32][CH:31]([C:34]4[CH:35]=[CH:36][C:37]([F:40])=[CH:38][CH:39]=4)[C:29]=3[N:30]=[C:25]([Cl:24])[N:26]=2)[CH:3]=1.[C:17]([OH:23])([C:19]([F:22])([F:21])[F:20])=[O:18]. The catalyst class is: 10. (3) Reactant: [C:1](/[C:3](=[C:7](/[N:9]1[CH2:14][CH2:13][CH:12]([OH:15])[CH2:11][CH2:10]1)\[CH3:8])/[C:4](=[S:6])[NH2:5])#[N:2].CO[CH:18](OC)[N:19]([CH3:21])[CH3:20]. Product: [C:1](/[C:3](=[C:7](/[N:9]1[CH2:14][CH2:13][CH:12]([OH:15])[CH2:11][CH2:10]1)\[CH3:8])/[C:4](=[S:6])/[N:5]=[CH:18]/[N:19]([CH3:21])[CH3:20])#[N:2]. The catalyst class is: 8. (4) Reactant: [C:1]([C:3]1[CH:8]=[CH:7][C:6]([C:9]2([O:12][CH:13]([CH3:15])[CH3:14])[CH2:11][CH2:10]2)=[CH:5][C:4]=1C)#[CH:2].[CH3:17][O:18][C:19](=[O:28])[CH2:20][C:21]1[CH:26]=[CH:25][C:24](I)=[CH:23][CH:22]=1.[CH2:29](N(CC)CC)C. Product: [CH:13]([O:12][C:9]1([C:6]2[CH:5]=[CH:4][C:3]([C:1]#[C:2][C:24]3[CH:25]=[CH:26][C:21]([CH2:20][C:19]([O:18][CH3:17])=[O:28])=[CH:22][CH:23]=3)=[CH:8][C:7]=2[CH3:29])[CH2:10][CH2:11]1)([CH3:14])[CH3:15]. The catalyst class is: 724. (5) Reactant: C=[O:2].[CH2:3]([CH:6]([CH2:10][CH2:11][CH3:12])[C:7](Cl)=[O:8])[CH2:4][CH3:5].[CH2:13]([Cl:15])Cl. Product: [Cl:15][CH2:13][O:8][C:7](=[O:2])[CH:6]([CH2:10][CH2:11][CH3:12])[CH2:3][CH2:4][CH3:5]. The catalyst class is: 530. (6) Reactant: [C:1]([O:5][C:6](=[O:19])[NH:7][CH:8]1[CH2:11][N:10]([C:12]2[CH:17]=[CH:16][N:15]=[C:14](Cl)[N:13]=2)[CH2:9]1)([CH3:4])([CH3:3])[CH3:2].[CH2:20]([NH2:24])[CH2:21][CH2:22][CH3:23]. Product: [C:1]([O:5][C:6](=[O:19])[NH:7][CH:8]1[CH2:11][N:10]([C:12]2[CH:17]=[CH:16][N:15]=[C:14]([NH:24][CH2:20][CH2:21][CH2:22][CH3:23])[N:13]=2)[CH2:9]1)([CH3:4])([CH3:3])[CH3:2]. The catalyst class is: 41. (7) Reactant: [NH2:1][C:2]1[C:7]([C:8]([C:10]2[C:15]([O:16]C)=[C:14]([O:18][CH3:19])[CH:13]=[C:12]([F:20])[C:11]=2[F:21])=[O:9])=[CH:6][N:5]=[C:4]([NH:22][CH:23]2[CH2:28][CH2:27][N:26]([S:29]([CH3:32])(=[O:31])=[O:30])[CH2:25][CH2:24]2)[N:3]=1.[Cl-].[Al+3].[Cl-].[Cl-]. Product: [NH2:1][C:2]1[C:7]([C:8]([C:10]2[C:15]([OH:16])=[C:14]([O:18][CH3:19])[CH:13]=[C:12]([F:20])[C:11]=2[F:21])=[O:9])=[CH:6][N:5]=[C:4]([NH:22][CH:23]2[CH2:24][CH2:25][N:26]([S:29]([CH3:32])(=[O:30])=[O:31])[CH2:27][CH2:28]2)[N:3]=1. The catalyst class is: 2.